From a dataset of Peptide-MHC class I binding affinity with 185,985 pairs from IEDB/IMGT. Regression. Given a peptide amino acid sequence and an MHC pseudo amino acid sequence, predict their binding affinity value. This is MHC class I binding data. (1) The MHC is Mamu-A01 with pseudo-sequence Mamu-A01. The binding affinity (normalized) is 0.334. The peptide sequence is ISCICGGTID. (2) The peptide sequence is FTFWTFANY. The MHC is HLA-A01:01 with pseudo-sequence HLA-A01:01. The binding affinity (normalized) is 0.763. (3) The peptide sequence is ASNENMDAM. The MHC is Mamu-A01 with pseudo-sequence Mamu-A01. The binding affinity (normalized) is 0.149. (4) The peptide sequence is ATTVITPMMR. The MHC is HLA-A31:01 with pseudo-sequence HLA-A31:01. The binding affinity (normalized) is 0.554. (5) The peptide sequence is KIKQDVRDK. The MHC is HLA-A31:01 with pseudo-sequence HLA-A31:01. The binding affinity (normalized) is 0.178. (6) The peptide sequence is LTDDMIAAY. The binding affinity (normalized) is 0.874. The MHC is HLA-A01:01 with pseudo-sequence HLA-A01:01. (7) The peptide sequence is IEAQQHLL. The MHC is HLA-B40:01 with pseudo-sequence HLA-B40:01. The binding affinity (normalized) is 0.390. (8) The peptide sequence is FRRVAHSSL. The MHC is HLA-A01:01 with pseudo-sequence HLA-A01:01. The binding affinity (normalized) is 0.0847. (9) The peptide sequence is AQGYKVLVL. The MHC is HLA-A68:01 with pseudo-sequence HLA-A68:01. The binding affinity (normalized) is 0. (10) The peptide sequence is EYKKSLYKF. The MHC is HLA-A68:02 with pseudo-sequence HLA-A68:02. The binding affinity (normalized) is 0.424.